From a dataset of Forward reaction prediction with 1.9M reactions from USPTO patents (1976-2016). Predict the product of the given reaction. The product is: [CH3:33][O:35][C:2]1[CH:7]=[CH:6][C:5]([C:8]2[O:9][CH:10]=[C:11]([CH2:13][O:14][C@@H:15]3[CH2:20][CH2:19][CH2:18][C@H:17]([O:21][CH2:22][C:23]4[CH:31]=[CH:30][CH:29]=[C:28]([CH3:32])[C:24]=4[C:25]([OH:27])=[O:26])[CH2:16]3)[N:12]=2)=[CH:4][CH:3]=1. Given the reactants F[C:2]1[CH:7]=[CH:6][C:5]([C:8]2[O:9][CH:10]=[C:11]([CH2:13][O:14][C@@H:15]3[CH2:20][CH2:19][CH2:18][C@H:17]([O:21][CH2:22][C:23]4[CH:31]=[CH:30][CH:29]=[C:28]([CH3:32])[C:24]=4[C:25]([OH:27])=[O:26])[CH2:16]3)[N:12]=2)=[CH:4][CH:3]=1.[C:33](OCC)(=[O:35])C.Cl, predict the reaction product.